From a dataset of Catalyst prediction with 721,799 reactions and 888 catalyst types from USPTO. Predict which catalyst facilitates the given reaction. Reactant: Br[CH2:2][CH2:3][CH2:4][CH2:5][C:6]1([C:9]([O:11][C:12]([CH3:15])([CH3:14])[CH3:13])=[O:10])[CH2:8][CH2:7]1.[C:16]1(=[O:26])[NH:20][C:19](=[O:21])[C:18]2=[CH:22][CH:23]=[CH:24][CH:25]=[C:17]12.C(=O)([O-])[O-].[K+].[K+]. Product: [O:21]=[C:19]1[C:18]2[C:17](=[CH:25][CH:24]=[CH:23][CH:22]=2)[C:16](=[O:26])[N:20]1[CH2:2][CH2:3][CH2:4][CH2:5][C:6]1([C:9]([O:11][C:12]([CH3:15])([CH3:14])[CH3:13])=[O:10])[CH2:8][CH2:7]1. The catalyst class is: 3.